Task: Regression. Given a peptide amino acid sequence and an MHC pseudo amino acid sequence, predict their binding affinity value. This is MHC class II binding data.. Dataset: Peptide-MHC class II binding affinity with 134,281 pairs from IEDB (1) The peptide sequence is GKAFATYTNAKRIVK. The MHC is DRB1_0101 with pseudo-sequence DRB1_0101. The binding affinity (normalized) is 0.568. (2) The peptide sequence is SLALVNSMKTSSTVK. The MHC is DRB1_0101 with pseudo-sequence DRB1_0101. The binding affinity (normalized) is 0.880. (3) The peptide sequence is YDKFLANVSTVLTQK. The MHC is DRB1_0401 with pseudo-sequence DRB1_0401. The binding affinity (normalized) is 0.667. (4) The peptide sequence is LCHICWKPLPTSITV. The MHC is DRB1_0404 with pseudo-sequence DRB1_0404. The binding affinity (normalized) is 0.783. (5) The peptide sequence is PRFLEYSTSECHF. The binding affinity (normalized) is 0.392. The MHC is DRB1_0404 with pseudo-sequence DRB1_0404. (6) The peptide sequence is QKFVDTILSENGVVA. The MHC is DRB1_0701 with pseudo-sequence DRB1_0701. The binding affinity (normalized) is 0.504. (7) The peptide sequence is TLTYRMLEPTRVVNW. The MHC is HLA-DQA10201-DQB10402 with pseudo-sequence HLA-DQA10201-DQB10402. The binding affinity (normalized) is 0.664.